Dataset: Catalyst prediction with 721,799 reactions and 888 catalyst types from USPTO. Task: Predict which catalyst facilitates the given reaction. (1) Reactant: [N+:1]([C:4]1[CH:5]=[CH:6][C:7]([CH:10]=[CH2:11])=[N:8][CH:9]=1)([O-:3])=[O:2].FC(F)(F)C(O)=O.[CH2:19]([N:26]([CH2:32]OC)[CH2:27][Si](C)(C)C)[C:20]1[CH:25]=[CH:24][CH:23]=[CH:22][CH:21]=1. Product: [CH2:19]([N:26]1[CH2:32][CH2:11][CH:10]([C:7]2[CH:6]=[CH:5][C:4]([N+:1]([O-:3])=[O:2])=[CH:9][N:8]=2)[CH2:27]1)[C:20]1[CH:25]=[CH:24][CH:23]=[CH:22][CH:21]=1. The catalyst class is: 4. (2) Reactant: [C:1]([O:5][C:6]([N:8]1[CH2:13][CH2:12][CH:11](OS(C)(=O)=O)[CH2:10][CH2:9]1)=[O:7])([CH3:4])([CH3:3])[CH3:2].[C:19]([O-:22])(=[S:21])[CH3:20].[K+]. Product: [C:19]([S:21][CH:11]1[CH2:10][CH2:9][N:8]([C:6]([O:5][C:1]([CH3:2])([CH3:3])[CH3:4])=[O:7])[CH2:13][CH2:12]1)(=[O:22])[CH3:20]. The catalyst class is: 42. (3) Reactant: [ClH:1].O1CCOCC1.[F:8][C:9]1[CH:10]=[C:11]([CH:31]=[CH:32][C:33]=1[N:34]1[CH:38]=[N:37][N:36]=[N:35]1)[CH2:12][O:13][CH2:14][C@@H:15]1[CH2:17][C@@H:16]1[CH:18]1[CH2:23][CH2:22][N:21](C(OC(C)(C)C)=O)[CH2:20][CH2:19]1. Product: [Cl-:1].[F:8][C:9]1[CH:10]=[C:11]([CH:31]=[CH:32][C:33]=1[N:34]1[CH:38]=[N:37][N:36]=[N:35]1)[CH2:12][O:13][CH2:14][C@@H:15]1[CH2:17][C@@H:16]1[CH:18]1[CH2:23][CH2:22][NH2+:21][CH2:20][CH2:19]1. The catalyst class is: 2. (4) Reactant: [Cl:1][C:2]1[N:7]=[C:6]([NH2:8])[C:5]([NH2:9])=[CH:4][CH:3]=1.[CH:10]([CH:12]=O)=O. Product: [Cl:1][C:2]1[CH:3]=[CH:4][C:5]2[C:6]([N:7]=1)=[N:8][CH:10]=[CH:12][N:9]=2. The catalyst class is: 1. (5) Reactant: [CH:1]1([CH:7]([C:9]2[S:13][C:12]([Br:14])=[N:11][C:10]=2[Br:15])O)[CH2:6][CH2:5][CH2:4][CH2:3][CH2:2]1.[SiH](CC)(CC)CC.C(O)(C(F)(F)F)=O. Product: [Br:14][C:12]1[S:13][C:9]([CH2:7][CH:1]2[CH2:2][CH2:3][CH2:4][CH2:5][CH2:6]2)=[C:10]([Br:15])[N:11]=1. The catalyst class is: 2. (6) Reactant: [C:1]([O:5][C:6]([C:8]1[CH:13]=[CH:12][C:11]([C:14]2[C:15]([CH3:52])([CH3:51])[C@H:16]3[C@:29]([CH3:32])([CH2:30][CH:31]=2)[C@@H:28]2[C@:19]([CH3:50])([C@@:20]4([CH3:49])[C@H:25]([CH2:26][CH2:27]2)[C@H:24]2[C@H:33]([C:36]([CH3:38])=[CH2:37])[CH2:34][CH2:35][C@:23]2([C:39]([O:41][CH2:42][C:43]2[CH:48]=[CH:47][CH:46]=[CH:45][CH:44]=2)=[O:40])[CH2:22][CH2:21]4)[CH2:18][CH2:17]3)=[CH:10][CH:9]=1)=[O:7])([CH3:4])([CH3:3])[CH3:2].C1C(=O)N([Br:60])C(=O)C1. Product: [Br:60][CH2:37][C:36]([C@H:33]1[C@@H:24]2[C@@H:25]3[C@@:20]([CH3:49])([CH2:21][CH2:22][C@@:23]2([C:39]([O:41][CH2:42][C:43]2[CH:44]=[CH:45][CH:46]=[CH:47][CH:48]=2)=[O:40])[CH2:35][CH2:34]1)[C@@:19]1([CH3:50])[C@@H:28]([C@:29]2([CH3:32])[C@@H:16]([CH2:17][CH2:18]1)[C:15]([CH3:52])([CH3:51])[C:14]([C:11]1[CH:12]=[CH:13][C:8]([C:6]([O:5][C:1]([CH3:2])([CH3:3])[CH3:4])=[O:7])=[CH:9][CH:10]=1)=[CH:31][CH2:30]2)[CH2:27][CH2:26]3)=[CH2:38]. The catalyst class is: 53.